This data is from Full USPTO retrosynthesis dataset with 1.9M reactions from patents (1976-2016). The task is: Predict the reactants needed to synthesize the given product. Given the product [CH3:1][O:2][C:3]1[CH:8]=[CH:7][C:6]([O:9][C:10]2[CH:11]=[CH:12][CH:13]=[CH:14][CH:15]=2)=[CH:5][C:4]=1[S:17]([OH:20])(=[O:19])=[O:18], predict the reactants needed to synthesize it. The reactants are: [CH3:1][O:2][C:3]1[CH:8]=[CH:7][C:6]([O:9][C:10]2[CH:15]=[CH:14][CH:13]=[CH:12][CH:11]=2)=[CH:5][CH:4]=1.Cl[S:17]([OH:20])(=[O:19])=[O:18].